Dataset: Clinical trial toxicity outcomes and FDA approval status for drugs. Task: Regression/Classification. Given a drug SMILES string, predict its toxicity properties. Task type varies by dataset: regression for continuous values (e.g., LD50, hERG inhibition percentage) or binary classification for toxic/non-toxic outcomes (e.g., AMES mutagenicity, cardiotoxicity, hepatotoxicity). Dataset: clintox. The compound is CC1(C)S[C@@H]2[C@H](NC(=O)Cc3ccccc3)C(=O)N2[C@H]1C(=O)[O-]. The result is 0 (passed clinical trial).